From a dataset of Catalyst prediction with 721,799 reactions and 888 catalyst types from USPTO. Predict which catalyst facilitates the given reaction. Reactant: C(OC([NH:8][C@H:9]([CH2:13][C:14]1[CH:19]=[CH:18][C:17]([O:20][CH2:21][CH3:22])=[CH:16][CH:15]=1)[C:10]([OH:12])=[O:11])=O)CCC.Cl.N[C@H](CC1C=CC(OCC)=CC=1)C(O)=O. Product: [NH2:8][C@H:9]([CH2:13][C:14]1[CH:15]=[CH:16][C:17]([O:20][CH2:21][CH3:22])=[CH:18][CH:19]=1)[C:10]([OH:12])=[O:11]. The catalyst class is: 89.